Dataset: Forward reaction prediction with 1.9M reactions from USPTO patents (1976-2016). Task: Predict the product of the given reaction. (1) Given the reactants [F:1][C:2]1[CH:11]=[CH:10][C:9]([NH2:12])=[C:8]2[C:3]=1[CH2:4][CH2:5][CH2:6][NH:7]2.FC1C=CC(N)=C2C=1C=CC=N2.[C:25]([O:29][C:30]([NH:32][C@@H:33]([CH3:37])[C:34](O)=[O:35])=[O:31])([CH3:28])([CH3:27])[CH3:26].C1C=NC2N(O)N=NC=2C=1.CCN=C=NCCCN(C)C.Cl, predict the reaction product. The product is: [C:25]([O:29][C:30](=[O:31])[NH:32][C@H:33]([C:34](=[O:35])[NH:12][C:9]1[CH:10]=[CH:11][C:2]([F:1])=[C:3]2[C:8]=1[NH:7][CH2:6][CH2:5][CH2:4]2)[CH3:37])([CH3:26])([CH3:27])[CH3:28]. (2) The product is: [NH:8]1[CH2:14][CH2:13][CH2:12][CH:11]([O:15][CH2:16][C:17]2[C:18]([C:25]3[C:26]([Cl:32])=[CH:27][CH:28]=[CH:29][C:30]=3[Cl:31])=[N:19][O:20][C:21]=2[CH:22]2[CH2:23][CH2:24]2)[CH2:10][CH2:9]1. Given the reactants C(OC([N:8]1[CH2:14][CH2:13][CH2:12][CH:11]([O:15][CH2:16][C:17]2[C:18]([C:25]3[C:30]([Cl:31])=[CH:29][CH:28]=[CH:27][C:26]=3[Cl:32])=[N:19][O:20][C:21]=2[CH:22]2[CH2:24][CH2:23]2)[CH2:10][CH2:9]1)=O)(C)(C)C.FC(F)(F)C(O)=O, predict the reaction product. (3) Given the reactants [CH3:1][C:2]1[C:10]2[C:5](=[CH:6][CH:7]=[C:8]([CH:11]=O)[CH:9]=2)[NH:4][N:3]=1.[NH2:13][C:14]([C:18]1[CH:23]=[C:22]([F:24])[CH:21]=[C:20]([F:25])[CH:19]=1)=[CH:15][C:16]#[N:17].[C:33]([O:35][CH2:36][C:37](=O)[CH2:32][C:33]([O:35][CH2:36][CH3:37])=[O:34])(=[O:34])[CH3:32].Cl, predict the reaction product. The product is: [F:25][C:20]1[CH:19]=[C:18]([C:14]2[NH:13][C:37]3[CH2:36][O:35][C:33](=[O:34])[C:32]=3[CH:11]([C:8]3[CH:9]=[C:10]4[C:5](=[CH:6][CH:7]=3)[NH:4][N:3]=[C:2]4[CH3:1])[C:15]=2[C:16]#[N:17])[CH:23]=[C:22]([F:24])[CH:21]=1. (4) Given the reactants [OH:1][C:2]1[C:11]2[C:6](=[CH:7][CH:8]=[C:9](I)[CH:10]=2)[N:5]([CH3:13])[C:4](=[O:14])[C:3]=1[C:15]([NH:17][CH2:18][C:19]([O:21][CH2:22][CH3:23])=[O:20])=[O:16].[B:24]1([B:24]2[O:28][C:27]([CH3:30])([CH3:29])[C:26]([CH3:32])([CH3:31])[O:25]2)[O:28][C:27]([CH3:30])([CH3:29])[C:26]([CH3:32])([CH3:31])[O:25]1.C(O)(=O)C.[K], predict the reaction product. The product is: [OH:1][C:2]1[C:11]2[C:6](=[CH:7][CH:8]=[C:9]([B:24]3[O:28][C:27]([CH3:30])([CH3:29])[C:26]([CH3:32])([CH3:31])[O:25]3)[CH:10]=2)[N:5]([CH3:13])[C:4](=[O:14])[C:3]=1[C:15]([NH:17][CH2:18][C:19]([O:21][CH2:22][CH3:23])=[O:20])=[O:16]. (5) Given the reactants [OH:1][C:2]1[CH:7]=[CH:6][C:5]([S:8][C:9]2[CH:16]=[CH:15][C:12]([C:13]#[N:14])=[CH:11][CH:10]=2)=[CH:4][CH:3]=1.[CH2:17]=[O:18].[Mg+2].[Cl-].[Cl-].C(N(CC)CC)C, predict the reaction product. The product is: [CH:17]([C:3]1[CH:4]=[C:5]([S:8][C:9]2[CH:16]=[CH:15][C:12]([C:13]#[N:14])=[CH:11][CH:10]=2)[CH:6]=[CH:7][C:2]=1[OH:1])=[O:18]. (6) The product is: [CH2:1]([O:12][C:13]1[CH:14]=[C:15]([CH:18]=[C:19]([O:21][CH2:22][CH2:23][CH2:24][CH2:25][CH2:26][CH2:27][CH2:28][CH2:29][CH2:30][CH2:31][CH3:32])[CH:20]=1)[CH2:16][N:33]=[N+:34]=[N-:35])[CH2:2][CH2:3][CH2:4][CH2:5][CH2:6][CH2:7][CH2:8][CH2:9][CH2:10][CH3:11]. Given the reactants [CH2:1]([O:12][C:13]1[CH:14]=[C:15]([CH:18]=[C:19]([O:21][CH2:22][CH2:23][CH2:24][CH2:25][CH2:26][CH2:27][CH2:28][CH2:29][CH2:30][CH2:31][CH3:32])[CH:20]=1)[CH2:16]Cl)[CH2:2][CH2:3][CH2:4][CH2:5][CH2:6][CH2:7][CH2:8][CH2:9][CH2:10][CH3:11].[N-:33]=[N+:34]=[N-:35].[Na+], predict the reaction product. (7) Given the reactants [Cl:1][C:2]1[N:7]=[CH:6][C:5]([S:8][C:9]2[N:13]([C:14]3[CH:19]=[CH:18][CH:17]=[CH:16][C:15]=3[CH3:20])[N:12]=[C:11]([C:21](OCC)=[O:22])[CH:10]=2)=[CH:4][CH:3]=1.[CH3:26][NH2:27].CO, predict the reaction product. The product is: [Cl:1][C:2]1[N:7]=[CH:6][C:5]([S:8][C:9]2[N:13]([C:14]3[CH:19]=[CH:18][CH:17]=[CH:16][C:15]=3[CH3:20])[N:12]=[C:11]([C:21]([NH:27][CH3:26])=[O:22])[CH:10]=2)=[CH:4][CH:3]=1.